This data is from Reaction yield outcomes from USPTO patents with 853,638 reactions. The task is: Predict the reaction yield, written as a fraction of the theoretical maximum amount of product (1.0 means a 100% yield; for example, 0.34 means a 34% yield). The reactants are [C:1]([O:5][C:6]([N:8]1[CH2:13][CH:12]=[C:11](B(O)O)[CH2:10][CH2:9]1)=[O:7])([CH3:4])([CH3:3])[CH3:2].Br[C:18]1[C:24]([Cl:25])=[CH:23][C:21]([NH2:22])=[CH:20][C:19]=1[Cl:26].CN(C=O)C.C(=O)([O-])[O-].[K+].[K+]. The catalyst is C1C=CC(P(C2C=CC=CC=2)[C-]2C=CC=C2)=CC=1.C1C=CC(P(C2C=CC=CC=2)[C-]2C=CC=C2)=CC=1.Cl[Pd]Cl.[Fe+2].O. The product is [C:1]([O:5][C:6]([N:8]1[CH2:13][CH:12]=[C:11]([C:18]2[C:24]([Cl:25])=[CH:23][C:21]([NH2:22])=[CH:20][C:19]=2[Cl:26])[CH2:10][CH2:9]1)=[O:7])([CH3:4])([CH3:3])[CH3:2]. The yield is 0.380.